This data is from TCR-epitope binding with 47,182 pairs between 192 epitopes and 23,139 TCRs. The task is: Binary Classification. Given a T-cell receptor sequence (or CDR3 region) and an epitope sequence, predict whether binding occurs between them. (1) The epitope is TTLPVNVAF. The TCR CDR3 sequence is CASSYVAGNQPQHF. Result: 0 (the TCR does not bind to the epitope). (2) The epitope is RAKFKQLL. The TCR CDR3 sequence is CASSLSGRPYEQYF. Result: 1 (the TCR binds to the epitope). (3) The epitope is AMFWSVPTV. The TCR CDR3 sequence is CASSLTGENGELFF. Result: 0 (the TCR does not bind to the epitope).